Dataset: Full USPTO retrosynthesis dataset with 1.9M reactions from patents (1976-2016). Task: Predict the reactants needed to synthesize the given product. (1) Given the product [N+:22]([C:19]1[CH:18]=[CH:17][C:16]([CH2:15][O:14][C:13]([NH:1][CH2:2][C:3]2[N:4]=[CH:5][N:6]3[CH:10]=[CH:9][S:8][C:7]=23)=[O:25])=[CH:21][CH:20]=1)([O-:24])=[O:23], predict the reactants needed to synthesize it. The reactants are: [NH2:1][CH2:2][C:3]1[N:4]=[CH:5][N:6]2[CH:10]=[CH:9][S:8][C:7]=12.[OH-].[Na+].[C:13](Cl)(=[O:25])[O:14][CH2:15][C:16]1[CH:21]=[CH:20][C:19]([N+:22]([O-:24])=[O:23])=[CH:18][CH:17]=1. (2) Given the product [Cl:1][C:2]1[CH:3]=[C:4]2[C:10]([C:11]3[N:16]=[C:15]([CH:36]4[CH2:35][CH2:34][CH2:33][C@H:32]([NH2:37])[C@H:31]4[NH2:38])[C:14]([F:20])=[CH:13][N:12]=3)=[CH:9][N:8]([S:21]([C:24]3[CH:29]=[CH:28][C:27]([CH3:30])=[CH:26][CH:25]=3)(=[O:23])=[O:22])[C:5]2=[N:6][CH:7]=1, predict the reactants needed to synthesize it. The reactants are: [Cl:1][C:2]1[CH:3]=[C:4]2[C:10]([C:11]3[N:16]=[C:15](S(C)=O)[C:14]([F:20])=[CH:13][N:12]=3)=[CH:9][N:8]([S:21]([C:24]3[CH:29]=[CH:28][C:27]([CH3:30])=[CH:26][CH:25]=3)(=[O:23])=[O:22])[C:5]2=[N:6][CH:7]=1.[C@H:31]1([NH2:38])[CH2:36][CH2:35][CH2:34][CH2:33][C@@H:32]1[NH2:37].CCN(C(C)C)C(C)C. (3) Given the product [NH2:19][C:18]1[N:17]=[C:15]([NH:14][C:8]2[CH:13]=[CH:12][CH:11]=[CH:10][CH:9]=2)[S:16][C:2]=1[C:3]([CH:5]1[CH2:7][CH2:6]1)=[O:4], predict the reactants needed to synthesize it. The reactants are: Br[CH2:2][C:3]([CH:5]1[CH2:7][CH2:6]1)=[O:4].[C:8]1([NH:14][C:15]([NH:17][C:18](=N)[NH2:19])=[S:16])[CH:13]=[CH:12][CH:11]=[CH:10][CH:9]=1.BrBr.